From a dataset of Peptide-MHC class II binding affinity with 134,281 pairs from IEDB. Regression. Given a peptide amino acid sequence and an MHC pseudo amino acid sequence, predict their binding affinity value. This is MHC class II binding data. (1) The peptide sequence is SDKFLANVSTVLTGK. The MHC is DRB1_0404 with pseudo-sequence DRB1_0404. The binding affinity (normalized) is 0.702. (2) The peptide sequence is RFTISRDNAKNSLYL. The MHC is DRB1_0301 with pseudo-sequence DRB1_0301. The binding affinity (normalized) is 0.195. (3) The peptide sequence is ELNLLDKRQFELYKR. The MHC is DRB3_0101 with pseudo-sequence DRB3_0101. The binding affinity (normalized) is 0. (4) The MHC is HLA-DQA10301-DQB10302 with pseudo-sequence HLA-DQA10301-DQB10302. The binding affinity (normalized) is 0.379. The peptide sequence is IFSQNMNIKLQMPLY. (5) The peptide sequence is KASPVLAFPAGVCPT. The MHC is HLA-DPA10103-DPB10201 with pseudo-sequence HLA-DPA10103-DPB10201. The binding affinity (normalized) is 0.137. (6) The binding affinity (normalized) is 0.555. The MHC is HLA-DQA10201-DQB10402 with pseudo-sequence HLA-DQA10201-DQB10402. The peptide sequence is GIVTMLSPMLHHWIK. (7) The peptide sequence is DSYKFIPTLVAAVKQ. The MHC is DRB1_1501 with pseudo-sequence QEFFIASGAAVDAIMWPRFDYFDIQAATYHVVFT. The binding affinity (normalized) is 0.478. (8) The peptide sequence is NVWEVKSSKPLVGPF. The MHC is DRB1_0405 with pseudo-sequence DRB1_0405. The binding affinity (normalized) is 0.103. (9) The peptide sequence is IFYDVFFAVANGNEL. The MHC is HLA-DQA10401-DQB10402 with pseudo-sequence HLA-DQA10401-DQB10402. The binding affinity (normalized) is 0.464. (10) The peptide sequence is EKKYFAATQWEPLAA. The MHC is HLA-DPA10201-DPB11401 with pseudo-sequence HLA-DPA10201-DPB11401. The binding affinity (normalized) is 0.650.